From a dataset of Forward reaction prediction with 1.9M reactions from USPTO patents (1976-2016). Predict the product of the given reaction. (1) Given the reactants [Cl:1][C:2]1[CH:7]=[CH:6][CH:5]=[CH:4][C:3]=1[N:8]1[C:12]([C:13]2[CH:14]=[C:15]([C:29](O)=[O:30])[C:16]([C:19]3[CH:24]=[CH:23][CH:22]=[C:21]([S:25]([CH3:28])(=[O:27])=[O:26])[CH:20]=3)=[CH:17][CH:18]=2)=[CH:11][C:10]([C:32]([F:35])([F:34])[F:33])=[N:9]1.C(N1C=CN=C1)(N1C=CN=C1)=O.[NH:48]1[CH2:53][CH2:52][O:51][CH2:50][CH2:49]1, predict the reaction product. The product is: [Cl:1][C:2]1[CH:7]=[CH:6][CH:5]=[CH:4][C:3]=1[N:8]1[C:12]([C:13]2[CH:18]=[CH:17][C:16]([C:19]3[CH:24]=[CH:23][CH:22]=[C:21]([S:25]([CH3:28])(=[O:26])=[O:27])[CH:20]=3)=[C:15]([C:29]([N:48]3[CH2:53][CH2:52][O:51][CH2:50][CH2:49]3)=[O:30])[CH:14]=2)=[CH:11][C:10]([C:32]([F:34])([F:35])[F:33])=[N:9]1. (2) Given the reactants [N:1]1[C:10]2[C:5](=[CH:6][CH:7]=[CH:8][CH:9]=2)[CH:4]=[CH:3][C:2]=1[C:11]([NH:13][C@@H:14]([CH2:30][CH2:31][CH2:32][NH:33][C:34]([O:36][CH2:37][C:38]1[CH:43]=[CH:42][CH:41]=[CH:40][CH:39]=1)=[O:35])[C:15]([NH:17][C:18]1[CH:23]=[CH:22][CH:21]=[CH:20][C:19]=1[CH2:24][CH2:25][C:26]([O:28]C)=[O:27])=[O:16])=[O:12].[OH-].[Na+:45], predict the reaction product. The product is: [N:1]1[C:10]2[C:5](=[CH:6][CH:7]=[CH:8][CH:9]=2)[CH:4]=[CH:3][C:2]=1[C:11]([NH:13][C@@H:14]([CH2:30][CH2:31][CH2:32][NH:33][C:34]([O:36][CH2:37][C:38]1[CH:39]=[CH:40][CH:41]=[CH:42][CH:43]=1)=[O:35])[C:15]([NH:17][C:18]1[CH:23]=[CH:22][CH:21]=[CH:20][C:19]=1[CH2:24][CH2:25][C:26]([O-:28])=[O:27])=[O:16])=[O:12].[Na+:45]. (3) Given the reactants [C:1]1([CH2:7][O:8][C:9]([NH:11][CH:12]=[CH2:13])=[O:10])[CH:6]=[CH:5][CH:4]=[CH:3][CH:2]=1.C12CCCC(CCC1)B12[H]B2(C3CCCC2CCC3)[H]1.Br[C:35]1[CH:42]=[CH:41][C:38]([C:39]#[N:40])=[C:37]([F:43])[CH:36]=1, predict the reaction product. The product is: [C:39]([C:38]1[CH:41]=[CH:42][C:35]([CH2:13][CH2:12][NH:11][C:9]([O:8][CH2:7][C:1]2[CH:6]=[CH:5][CH:4]=[CH:3][CH:2]=2)=[O:10])=[CH:36][C:37]=1[F:43])#[N:40]. (4) Given the reactants [CH2:1]([O:3][C:4](=[O:24])[CH2:5][C:6]1[CH:11]=[CH:10][C:9]([O:12][CH3:13])=[C:8]([O:14][C:15]2[CH:20]=[CH:19][C:18]([Br:21])=[CH:17][C:16]=2[CH2:22]Br)[CH:7]=1)[CH3:2].[CH3:25][N:26]1[CH2:30][CH2:29][NH:28][C:27]1=[O:31], predict the reaction product. The product is: [CH2:1]([O:3][C:4](=[O:24])[CH2:5][C:6]1[CH:11]=[CH:10][C:9]([O:12][CH3:13])=[C:8]([O:14][C:15]2[CH:20]=[CH:19][C:18]([Br:21])=[CH:17][C:16]=2[CH2:22][N:28]2[CH2:29][CH2:30][N:26]([CH3:25])[C:27]2=[O:31])[CH:7]=1)[CH3:2]. (5) Given the reactants Cl[C:2]1[CH:7]=[C:6]([C:8]([F:11])([F:10])[F:9])[N:5]=[C:4]([C:12]2[CH:13]=[N:14][CH:15]=[CH:16][CH:17]=2)[N:3]=1.[F:18][C:19]([F:26])([F:25])[C:20]1[CH:24]=[CH:23][NH:22][N:21]=1, predict the reaction product. The product is: [F:18][C:19]([F:26])([F:25])[C:20]1[CH:24]=[CH:23][N:22]([C:2]2[CH:7]=[C:6]([C:8]([F:11])([F:10])[F:9])[N:5]=[C:4]([C:12]3[CH:13]=[N:14][CH:15]=[CH:16][CH:17]=3)[N:3]=2)[N:21]=1. (6) The product is: [Br:1][C:13]1[CH:14]=[C:15]([C:16]([O:18][CH3:19])=[O:17])[C:10](=[O:9])[NH:11][C:12]=1[C:20]([F:21])([F:23])[F:22]. Given the reactants [Br:1]N1C(=O)CCC1=O.[O:9]=[C:10]1[C:15]([C:16]([O:18][CH3:19])=[O:17])=[CH:14][CH:13]=[C:12]([C:20]([F:23])([F:22])[F:21])[NH:11]1.O, predict the reaction product. (7) Given the reactants [F:1][C:2]1[CH:3]=[CH:4][C:5]([O:20][CH3:21])=[C:6]([C:8]([CH3:19])([CH3:18])[CH2:9][C:10](N2CCOCC2)=[O:11])[CH:7]=1.[CH:22]([Li])([CH3:24])[CH3:23], predict the reaction product. The product is: [F:1][C:2]1[CH:3]=[CH:4][C:5]([O:20][CH3:21])=[C:6]([C:8]([CH3:18])([CH3:19])[CH2:9][C:10](=[O:11])[CH:22]([CH3:24])[CH3:23])[CH:7]=1. (8) Given the reactants [CH3:1][C:2]([CH3:15])([CH3:14])[CH2:3][C:4]1[O:5][C:6]2[CH:12]=[CH:11][C:10](Br)=[CH:9][C:7]=2[N:8]=1.[C:16]([O:20][CH2:21][CH3:22])(=[O:19])[CH:17]=[CH2:18].C1(C)C=CC=CC=1P(C1C=CC=CC=1C)C1C=CC=CC=1C.C(N(CC)C(C)C)(C)C, predict the reaction product. The product is: [CH3:1][C:2]([CH3:15])([CH3:14])[CH2:3][C:4]1[O:5][C:6]2[CH:12]=[CH:11][C:10]([CH:18]=[CH:17][C:16]([O:20][CH2:21][CH3:22])=[O:19])=[CH:9][C:7]=2[N:8]=1. (9) Given the reactants [Cl:1][C:2]1[CH:7]=[CH:6][C:5]([CH:8]2[CH2:13][C:12](=[O:14])[NH:11][C:10]([CH3:15])=[C:9]2[C:16]([OH:18])=O)=[C:4]([F:19])[CH:3]=1.[NH:20]1[C:28]2[C:23](=[CH:24][C:25]([NH2:29])=[CH:26][CH:27]=2)[CH:22]=[N:21]1.C(Cl)CCl.CCN(CC)CC, predict the reaction product. The product is: [Cl:1][C:2]1[CH:7]=[CH:6][C:5]([CH:8]2[CH2:13][C:12](=[O:14])[NH:11][C:10]([CH3:15])=[C:9]2[C:16]([NH:29][C:25]2[CH:24]=[C:23]3[C:28](=[CH:27][CH:26]=2)[NH:20][N:21]=[CH:22]3)=[O:18])=[C:4]([F:19])[CH:3]=1. (10) Given the reactants N([O-])=O.[Na+].N[C:6]1[CH:11]=[CH:10][C:9]([N+:12]([O-:14])=[O:13])=[CH:8][C:7]=1[OH:15].C(OCC)(=O)C.[ClH:22], predict the reaction product. The product is: [Cl:22][C:6]1[CH:11]=[CH:10][C:9]([N+:12]([O-:14])=[O:13])=[CH:8][C:7]=1[OH:15].